Dataset: Forward reaction prediction with 1.9M reactions from USPTO patents (1976-2016). Task: Predict the product of the given reaction. (1) Given the reactants C(N(CC)CC)C.[C:8]([O:12][C:13](ON=C(C1C=CC=CC=1)C#N)=[O:14])([CH3:11])([CH3:10])[CH3:9].[NH2:26][C@@:27]1([C:47]([OH:49])=[O:48])[C@H:32]([CH2:33][S:34][C:35]2[CH:40]=[CH:39][C:38]([F:41])=[C:37]([F:42])[CH:36]=2)[C@@H:31]([OH:43])[C@@H:30]2[C@H:28]1[C@H:29]2[C:44]([OH:46])=[O:45], predict the reaction product. The product is: [C:8]([O:12][C:13]([NH:26][C@@:27]1([C:47]([OH:49])=[O:48])[C@H:32]([CH2:33][S:34][C:35]2[CH:40]=[CH:39][C:38]([F:41])=[C:37]([F:42])[CH:36]=2)[C@@H:31]([OH:43])[C@@H:30]2[C@H:28]1[C@H:29]2[C:44]([OH:46])=[O:45])=[O:14])([CH3:11])([CH3:10])[CH3:9]. (2) Given the reactants [F:1][C:2]1[CH:7]=[CH:6][C:5]([C:8]2[N:9]=[C:10]3[CH:15]=[CH:14][C:13]([C:16]([NH:18][O:19][C:20](OCC)=[O:21])=[NH:17])=[CH:12][N:11]3[CH:25]=2)=[CH:4][CH:3]=1.C(=O)([O-])[O-].[Na+].[Na+], predict the reaction product. The product is: [F:1][C:2]1[CH:7]=[CH:6][C:5]([C:8]2[N:9]=[C:10]3[CH:15]=[CH:14][C:13]([C:16]4[NH:17][C:20](=[O:21])[O:19][N:18]=4)=[CH:12][N:11]3[CH:25]=2)=[CH:4][CH:3]=1. (3) Given the reactants [C:1]([C:3]1[CH:4]=[N:5][N:6]2[C:11]([C:12]([F:15])([F:14])[F:13])=[CH:10][C:9]([C:16]3[CH:21]=[CH:20][C:19]([C:22]([F:25])([F:24])[F:23])=[CH:18][CH:17]=3)=[N:8][C:7]=12)#[CH:2].Br[C:27]1[CH:32]=[CH:31][C:30]([S:33]([NH:36][CH2:37][CH2:38][O:39][CH3:40])(=[O:35])=[O:34])=[CH:29][CH:28]=1, predict the reaction product. The product is: [CH3:40][O:39][CH2:38][CH2:37][NH:36][S:33]([C:30]1[CH:31]=[CH:32][C:27]([C:2]#[C:1][C:3]2[CH:4]=[N:5][N:6]3[C:11]([C:12]([F:14])([F:13])[F:15])=[CH:10][C:9]([C:16]4[CH:21]=[CH:20][C:19]([C:22]([F:25])([F:24])[F:23])=[CH:18][CH:17]=4)=[N:8][C:7]=23)=[CH:28][CH:29]=1)(=[O:34])=[O:35]. (4) Given the reactants [CH3:1][NH2:2].ClC(Cl)(Cl)[C:5]([C:7]1[N:16]2[C:10]([CH2:11][N:12]([C:21]([C:23]3[CH:28]=[CH:27][C:26]([C:29]4[CH:34]=[CH:33][CH:32]=[CH:31][C:30]=4[O:35][CH3:36])=[CH:25][CH:24]=3)=[O:22])[C:13]3[CH:20]=[CH:19][CH:18]=[CH:17][C:14]=3[CH2:15]2)=[CH:9][CH:8]=1)=[O:6].C(N([CH2:44][CH3:45])CC)C.CS(C)=O, predict the reaction product. The product is: [CH3:31][C:30]1[O:35][C:44]([CH3:45])=[CH:26][C:29]=1[CH2:1][NH:2][C:5]([C:7]1[N:16]2[C:10]([CH2:11][N:12]([C:21]([C:23]3[CH:28]=[CH:27][C:26]([C:29]4[CH:34]=[CH:33][CH:32]=[CH:31][C:30]=4[O:35][CH3:36])=[CH:25][CH:24]=3)=[O:22])[C:13]3[CH:20]=[CH:19][CH:18]=[CH:17][C:14]=3[CH2:15]2)=[CH:9][CH:8]=1)=[O:6]. (5) Given the reactants C([O:4][CH2:5][C:6]1[CH:11]=[N:10][C:9]([NH:12][C:13](=[O:37])[C@@H:14]([C:22]2[CH:27]=[CH:26][C:25]([S:28]([CH:31]3[CH2:33][CH2:32]3)(=[O:30])=[O:29])=[C:24]([CH:34]3[CH2:36][CH2:35]3)[CH:23]=2)[CH2:15][CH:16]2[CH2:21][CH2:20][O:19][CH2:18][CH2:17]2)=[CH:8][N:7]=1)(=O)C.[OH-].[Na+].Cl, predict the reaction product. The product is: [CH:34]1([C:24]2[CH:23]=[C:22]([C@@H:14]([CH2:15][CH:16]3[CH2:17][CH2:18][O:19][CH2:20][CH2:21]3)[C:13]([NH:12][C:9]3[CH:8]=[N:7][C:6]([CH2:5][OH:4])=[CH:11][N:10]=3)=[O:37])[CH:27]=[CH:26][C:25]=2[S:28]([CH:31]2[CH2:32][CH2:33]2)(=[O:29])=[O:30])[CH2:36][CH2:35]1. (6) Given the reactants Cl.[CH3:2][NH:3][C@H:4]([C:22]([OH:24])=[O:23])[CH2:5][C:6]1[CH:11]=[CH:10][C:9]([C:12]2[C:17]([O:18][CH3:19])=[CH:16][CH:15]=[CH:14][C:13]=2[O:20][CH3:21])=[CH:8][CH:7]=1.[Li+].[OH-:26].CO.[CH2:29]1[CH2:33][O:32][CH2:31][CH2:30]1, predict the reaction product. The product is: [CH:17]1[C:30]2[CH:29]([CH2:33][O:32][C:2]([NH:3][C@H:4]([C:22]([OH:24])=[O:23])[CH2:5][C:6]3[CH:7]=[CH:8][C:9]([C:12]4[C:13]([O:20][CH3:21])=[CH:14][CH:15]=[CH:16][C:17]=4[O:18][CH3:19])=[CH:10][CH:11]=3)=[O:26])[C:11]3[C:6](=[CH:7][CH:8]=[CH:9][CH:10]=3)[C:31]=2[CH:14]=[CH:13][CH:12]=1. (7) Given the reactants Cl[C:2]1[N:10]=[CH:9][N:8]=[C:7]2[C:3]=1[N:4]=[C:5]([C:18]1[CH:23]=[CH:22][CH:21]=[CH:20][C:19]=1[Cl:24])[N:6]2[C:11]1[CH:16]=[CH:15][C:14]([Cl:17])=[CH:13][CH:12]=1.FC(F)(F)C([O-])=O.[C:32]([C:35]1([C:41]2[CH:46]=[CH:45][CH:44]=[CH:43][CH:42]=2)[CH2:40][CH2:39][NH2+:38][CH2:37][CH2:36]1)(=[O:34])[NH2:33].C(N(CC)CC)C, predict the reaction product. The product is: [Cl:24][C:19]1[CH:20]=[CH:21][CH:22]=[CH:23][C:18]=1[C:5]1[N:6]([C:11]2[CH:16]=[CH:15][C:14]([Cl:17])=[CH:13][CH:12]=2)[C:7]2[C:3]([N:4]=1)=[C:2]([N:38]1[CH2:37][CH2:36][C:35]([C:41]3[CH:42]=[CH:43][CH:44]=[CH:45][CH:46]=3)([C:32]([NH2:33])=[O:34])[CH2:40][CH2:39]1)[N:10]=[CH:9][N:8]=2.